Dataset: NCI-60 drug combinations with 297,098 pairs across 59 cell lines. Task: Regression. Given two drug SMILES strings and cell line genomic features, predict the synergy score measuring deviation from expected non-interaction effect. (1) Drug 1: C1CC(=O)NC(=O)C1N2CC3=C(C2=O)C=CC=C3N. Drug 2: CC1CCC2CC(C(=CC=CC=CC(CC(C(=O)C(C(C(=CC(C(=O)CC(OC(=O)C3CCCCN3C(=O)C(=O)C1(O2)O)C(C)CC4CCC(C(C4)OC)OCCO)C)C)O)OC)C)C)C)OC. Cell line: UACC-257. Synergy scores: CSS=-1.38, Synergy_ZIP=1.57, Synergy_Bliss=-0.751, Synergy_Loewe=-4.78, Synergy_HSA=-5.35. (2) Cell line: M14. Drug 1: CC(C1=C(C=CC(=C1Cl)F)Cl)OC2=C(N=CC(=C2)C3=CN(N=C3)C4CCNCC4)N. Synergy scores: CSS=49.3, Synergy_ZIP=10.9, Synergy_Bliss=10.3, Synergy_Loewe=-27.7, Synergy_HSA=8.40. Drug 2: CC1=C2C(C(=O)C3(C(CC4C(C3C(C(C2(C)C)(CC1OC(=O)C(C(C5=CC=CC=C5)NC(=O)OC(C)(C)C)O)O)OC(=O)C6=CC=CC=C6)(CO4)OC(=O)C)OC)C)OC. (3) Drug 1: CC1=CC=C(C=C1)C2=CC(=NN2C3=CC=C(C=C3)S(=O)(=O)N)C(F)(F)F. Drug 2: C1CNP(=O)(OC1)N(CCCl)CCCl. Cell line: COLO 205. Synergy scores: CSS=-8.43, Synergy_ZIP=2.77, Synergy_Bliss=0.488, Synergy_Loewe=-3.25, Synergy_HSA=-4.60. (4) Drug 1: CN(C)N=NC1=C(NC=N1)C(=O)N. Drug 2: CC1C(C(=O)NC(C(=O)N2CCCC2C(=O)N(CC(=O)N(C(C(=O)O1)C(C)C)C)C)C(C)C)NC(=O)C3=C4C(=C(C=C3)C)OC5=C(C(=O)C(=C(C5=N4)C(=O)NC6C(OC(=O)C(N(C(=O)CN(C(=O)C7CCCN7C(=O)C(NC6=O)C(C)C)C)C)C(C)C)C)N)C. Cell line: MDA-MB-435. Synergy scores: CSS=-5.13, Synergy_ZIP=1.12, Synergy_Bliss=-1.62, Synergy_Loewe=-7.81, Synergy_HSA=-6.16. (5) Drug 1: CS(=O)(=O)OCCCCOS(=O)(=O)C. Drug 2: CC(C)NC(=O)C1=CC=C(C=C1)CNNC.Cl. Cell line: PC-3. Synergy scores: CSS=0.632, Synergy_ZIP=-2.64, Synergy_Bliss=-1.96, Synergy_Loewe=-2.58, Synergy_HSA=-2.97. (6) Drug 1: CC1=CC=C(C=C1)C2=CC(=NN2C3=CC=C(C=C3)S(=O)(=O)N)C(F)(F)F. Drug 2: C1=CC=C(C(=C1)C(C2=CC=C(C=C2)Cl)C(Cl)Cl)Cl. Cell line: EKVX. Synergy scores: CSS=-2.88, Synergy_ZIP=-0.0170, Synergy_Bliss=-3.53, Synergy_Loewe=-2.83, Synergy_HSA=-3.94. (7) Drug 1: CC1=C(C(CCC1)(C)C)C=CC(=CC=CC(=CC(=O)O)C)C. Drug 2: CC(C)CN1C=NC2=C1C3=CC=CC=C3N=C2N. Cell line: SW-620. Synergy scores: CSS=5.36, Synergy_ZIP=-2.44, Synergy_Bliss=-6.77, Synergy_Loewe=-0.0673, Synergy_HSA=-4.07. (8) Drug 1: C1=NC2=C(N=C(N=C2N1C3C(C(C(O3)CO)O)O)F)N. Drug 2: C1CN(P(=O)(OC1)NCCCl)CCCl. Cell line: SK-OV-3. Synergy scores: CSS=10.5, Synergy_ZIP=0.414, Synergy_Bliss=2.68, Synergy_Loewe=-2.73, Synergy_HSA=-2.71. (9) Drug 1: C1CCC(C1)C(CC#N)N2C=C(C=N2)C3=C4C=CNC4=NC=N3. Drug 2: CC1=C(C=C(C=C1)C(=O)NC2=CC(=CC(=C2)C(F)(F)F)N3C=C(N=C3)C)NC4=NC=CC(=N4)C5=CN=CC=C5. Cell line: M14. Synergy scores: CSS=-12.8, Synergy_ZIP=6.18, Synergy_Bliss=2.87, Synergy_Loewe=-5.15, Synergy_HSA=-7.05. (10) Drug 1: CCC1(CC2CC(C3=C(CCN(C2)C1)C4=CC=CC=C4N3)(C5=C(C=C6C(=C5)C78CCN9C7C(C=CC9)(C(C(C8N6C=O)(C(=O)OC)O)OC(=O)C)CC)OC)C(=O)OC)O.OS(=O)(=O)O. Drug 2: CC1=C2C(C(=O)C3(C(CC4C(C3C(C(C2(C)C)(CC1OC(=O)C(C(C5=CC=CC=C5)NC(=O)C6=CC=CC=C6)O)O)OC(=O)C7=CC=CC=C7)(CO4)OC(=O)C)O)C)OC(=O)C. Cell line: M14. Synergy scores: CSS=35.9, Synergy_ZIP=-8.88, Synergy_Bliss=-5.36, Synergy_Loewe=-1.42, Synergy_HSA=-1.51.